This data is from Reaction yield outcomes from USPTO patents with 853,638 reactions. The task is: Predict the reaction yield, written as a fraction of the theoretical maximum amount of product (1.0 means a 100% yield; for example, 0.34 means a 34% yield). The reactants are [H-].[Na+].[CH3:3][C:4]1[CH:8]=[C:7]([CH3:9])[NH:6][N:5]=1.CN(C)C=O.Cl[C:16]1[N:24]=[C:23]2[C:19]([N:20]=[CH:21][N:22]2[CH3:25])=[C:18]([NH:26][C:27]2[CH:32]=[CH:31][C:30]([Cl:33])=[CH:29][CH:28]=2)[N:17]=1. The catalyst is O. The product is [Cl:33][C:30]1[CH:29]=[CH:28][C:27]([NH:26][C:18]2[N:17]=[C:16]([N:5]3[C:4]([CH3:3])=[CH:8][C:7]([CH3:9])=[N:6]3)[N:24]=[C:23]3[C:19]=2[N:20]=[CH:21][N:22]3[CH3:25])=[CH:32][CH:31]=1. The yield is 0.130.